Dataset: NCI-60 drug combinations with 297,098 pairs across 59 cell lines. Task: Regression. Given two drug SMILES strings and cell line genomic features, predict the synergy score measuring deviation from expected non-interaction effect. (1) Drug 1: CC1C(C(CC(O1)OC2CC(OC(C2O)C)OC3=CC4=CC5=C(C(=O)C(C(C5)C(C(=O)C(C(C)O)O)OC)OC6CC(C(C(O6)C)O)OC7CC(C(C(O7)C)O)OC8CC(C(C(O8)C)O)(C)O)C(=C4C(=C3C)O)O)O)O. Drug 2: CC(C)CN1C=NC2=C1C3=CC=CC=C3N=C2N. Cell line: SK-MEL-28. Synergy scores: CSS=5.24, Synergy_ZIP=-5.01, Synergy_Bliss=-12.6, Synergy_Loewe=-19.9, Synergy_HSA=-13.2. (2) Drug 1: CC(C1=C(C=CC(=C1Cl)F)Cl)OC2=C(N=CC(=C2)C3=CN(N=C3)C4CCNCC4)N. Drug 2: CC12CCC3C(C1CCC2O)C(CC4=C3C=CC(=C4)O)CCCCCCCCCS(=O)CCCC(C(F)(F)F)(F)F. Cell line: HL-60(TB). Synergy scores: CSS=24.6, Synergy_ZIP=13.4, Synergy_Bliss=14.2, Synergy_Loewe=-0.881, Synergy_HSA=8.64. (3) Drug 1: CNC(=O)C1=CC=CC=C1SC2=CC3=C(C=C2)C(=NN3)C=CC4=CC=CC=N4. Drug 2: C1=NC2=C(N=C(N=C2N1C3C(C(C(O3)CO)O)F)Cl)N. Cell line: SF-295. Synergy scores: CSS=10.9, Synergy_ZIP=-4.05, Synergy_Bliss=-1.53, Synergy_Loewe=-0.917, Synergy_HSA=-0.985. (4) Drug 1: CN(CCCl)CCCl.Cl. Drug 2: C1C(C(OC1N2C=NC3=C2NC=NCC3O)CO)O. Cell line: CCRF-CEM. Synergy scores: CSS=69.4, Synergy_ZIP=5.41, Synergy_Bliss=4.44, Synergy_Loewe=4.66, Synergy_HSA=4.38. (5) Drug 1: CCCS(=O)(=O)NC1=C(C(=C(C=C1)F)C(=O)C2=CNC3=C2C=C(C=N3)C4=CC=C(C=C4)Cl)F. Drug 2: CC1=C(C=C(C=C1)NC2=NC=CC(=N2)N(C)C3=CC4=NN(C(=C4C=C3)C)C)S(=O)(=O)N.Cl. Cell line: OVCAR-5. Synergy scores: CSS=5.23, Synergy_ZIP=8.32, Synergy_Bliss=14.1, Synergy_Loewe=7.60, Synergy_HSA=7.96. (6) Synergy scores: CSS=29.7, Synergy_ZIP=-0.111, Synergy_Bliss=1.62, Synergy_Loewe=-14.4, Synergy_HSA=2.77. Drug 2: CC1OCC2C(O1)C(C(C(O2)OC3C4COC(=O)C4C(C5=CC6=C(C=C35)OCO6)C7=CC(=C(C(=C7)OC)O)OC)O)O. Drug 1: CS(=O)(=O)C1=CC(=C(C=C1)C(=O)NC2=CC(=C(C=C2)Cl)C3=CC=CC=N3)Cl. Cell line: SF-539.